This data is from Forward reaction prediction with 1.9M reactions from USPTO patents (1976-2016). The task is: Predict the product of the given reaction. (1) Given the reactants [CH3:1][O:2][C:3]([C:5]1[CH:6]=[CH:7][C:8]([C:11]([OH:13])=O)=[N:9][CH:10]=1)=[O:4].Cl.Cl.[CH:16]([N:19]1[CH2:24][CH2:23][NH:22][CH2:21][CH2:20]1)([CH3:18])[CH3:17].O.ON1C2C=CC=CC=2N=N1.Cl.CN(C)CCCN=C=NCC.CN1CCOCC1, predict the reaction product. The product is: [NH3:9].[CH3:1][O:2][C:3](=[O:4])[C:5]1[CH:6]=[CH:7][C:8]([C:11]([N:22]2[CH2:23][CH2:24][N:19]([CH:16]([CH3:18])[CH3:17])[CH2:20][CH2:21]2)=[O:13])=[N:9][CH:10]=1. (2) The product is: [NH2:1][C:2]1[C:10]([NH2:11])=[CH:9][C:8]([F:14])=[CH:7][C:3]=1[C:4]([OH:6])=[O:5]. Given the reactants [NH2:1][C:2]1[C:10]([N+:11]([O-])=O)=[CH:9][C:8]([F:14])=[CH:7][C:3]=1[C:4]([OH:6])=[O:5].[H][H], predict the reaction product. (3) Given the reactants [Li]CCCC.CCCCCC.Br[C:13]1[C:14]([Cl:21])=[N:15][CH:16]=[C:17]([O:19][CH3:20])[CH:18]=1.[B:22](OC(C)C)([O:27]C(C)C)[O:23]C(C)C.C1COCC1, predict the reaction product. The product is: [Cl:21][C:14]1[C:13]([B:22]([OH:27])[OH:23])=[CH:18][C:17]([O:19][CH3:20])=[CH:16][N:15]=1. (4) Given the reactants O[C:2]([CH:4]([C:6]1[CH:19]=[CH:18][CH:17]=[C:8]([C:9]([C:11]2[CH:16]=[CH:15][CH:14]=[CH:13][CH:12]=2)=[O:10])[CH:7]=1)[CH3:5])=[O:3].C1C=NC2N(O)N=NC=2C=1.C(Cl)CCl.C([O:36][C:37](=[O:47])[CH2:38][CH2:39][CH2:40][CH2:41][CH2:42][S:43](=[O:46])(=[O:45])[NH2:44])C, predict the reaction product. The product is: [C:9]([C:8]1[CH:7]=[C:6]([CH:4]([CH3:5])[C:2]([NH:44][S:43]([CH2:42][CH2:41][CH2:40][CH2:39][CH2:38][C:37]([OH:47])=[O:36])(=[O:45])=[O:46])=[O:3])[CH:19]=[CH:18][CH:17]=1)(=[O:10])[C:11]1[CH:16]=[CH:15][CH:14]=[CH:13][CH:12]=1.